Dataset: Forward reaction prediction with 1.9M reactions from USPTO patents (1976-2016). Task: Predict the product of the given reaction. (1) Given the reactants [Cl:1][C:2]1[C:7]([C:8]2[CH:13]=[CH:12][CH:11]=[C:10]([CH2:14][CH3:15])[CH:9]=2)=[C:6]([C@:16]([C@@H:22]2[O:27][CH2:26][CH2:25][NH:24][CH2:23]2)([OH:21])[CH2:17][CH2:18][CH:19]=[CH2:20])[CH:5]=[CH:4][CH:3]=1.[C:28]([O:32][C:33]([NH:35][C@H:36]1[C@@H:40]([OH:41])[CH2:39][C@@H:38]([C:42](O)=[O:43])[CH2:37]1)=[O:34])([CH3:31])([CH3:30])[CH3:29].CCN(C(C)C)C(C)C.CN(C(ON1N=NC2C=CC=CC1=2)=[N+](C)C)C.F[P-](F)(F)(F)(F)F, predict the reaction product. The product is: [Cl:1][C:2]1[C:7]([C:8]2[CH:13]=[CH:12][CH:11]=[C:10]([CH2:14][CH3:15])[CH:9]=2)=[C:6]([C@:16]([C@@H:22]2[O:27][CH2:26][CH2:25][N:24]([C:42]([C@H:38]3[CH2:37][C@@H:36]([NH:35][C:33](=[O:34])[O:32][C:28]([CH3:29])([CH3:31])[CH3:30])[C@@H:40]([OH:41])[CH2:39]3)=[O:43])[CH2:23]2)([OH:21])[CH2:17][CH2:18][CH:19]=[CH2:20])[CH:5]=[CH:4][CH:3]=1. (2) Given the reactants [Si]([O:8][CH:9]([C:22]1[O:23][C:24]([C:27]2[CH:33]=[CH:32][CH:31]=[CH:30][C:28]=2[NH2:29])=[CH:25][N:26]=1)[CH2:10][CH2:11][CH2:12][CH2:13][CH2:14][CH2:15][C:16]1[CH:21]=[CH:20][CH:19]=[CH:18][CH:17]=1)(C(C)(C)C)(C)C.[Si](OC(C1OC([Sn](CCCC)(CCCC)CCCC)=CN=1)CCCCCCC1C=CC=CC=1)(C(C)(C)C)(C)C.IC1C=CC=CC=1N, predict the reaction product. The product is: [NH2:29][C:28]1[CH:30]=[CH:31][CH:32]=[CH:33][C:27]=1[C:24]1[O:23][C:22]([C:9](=[O:8])[CH2:10][CH2:11][CH2:12][CH2:13][CH2:14][CH2:15][C:16]2[CH:17]=[CH:18][CH:19]=[CH:20][CH:21]=2)=[N:26][CH:25]=1.